From a dataset of Drug-target binding data from BindingDB using Ki measurements. Regression. Given a target protein amino acid sequence and a drug SMILES string, predict the binding affinity score between them. We predict pKi (pKi = -log10(Ki in M); higher means stronger inhibition). Dataset: bindingdb_ki. The drug is O[C@@H]1CCCC[C@H]1N1CCC(c2ccccc2)CC1. The target protein (Q62666) has sequence MEPTAPTGQARAAATKLSEAVGAALQEPQRQRRLVLVIVCVALLLDNMLYMVIVPIVPDYIAHMRGGSEGPTLVSEVWEPTLPPPTLANASAYLANTSASPTAAGSARSILRPRYPTESEDVKIGVLFASKAILQLLVNPLSGPFIDRMSYDVPLLIGLGVMFASTVMFAFAEDYATLFAARSLQGLGSAFADTSGIAMIADKYPEEPERSRALGVALAFISFGSLVAPPFGGILYEFAGKRVPFLVLAAVSLFDALLLLAVAKPFSAAARARANLPVGTPIHRLMLDPYIAVVAGALTTCNIPLAFLEPTIATWMKHTMAASEWEMGMVWLPAFVPHVLGVYLTVRLAARYPHLQWLYGALGLAVIGVSSCVVPACRSFAPLVVSLCGLCFGIALVDTALLPTLAFLVDVRHVSVYGSVYAIADISYSVAYALGPIVAGHIVHSLGFEQLSLGMGLANLLYAPVLLLLRNVGLLTRSRSERDVLLDEPPQGLYDAVRLR.... The pKi is 7.3.